From a dataset of Forward reaction prediction with 1.9M reactions from USPTO patents (1976-2016). Predict the product of the given reaction. (1) Given the reactants [C:1]1([C:15]2[CH:20]=[CH:19][CH:18]=[CH:17][CH:16]=2)[CH:6]=[CH:5][CH:4]=[CH:3][C:2]=1[CH:7]([NH2:14])[CH2:8][CH2:9][C:10]([O:12]C)=O.[CH3:21][C:22]1[S:23][CH:24]=[C:25]([C:27]2[CH:28]=[C:29]([CH:32]=[CH:33][CH:34]=2)[CH:30]=O)[N:26]=1, predict the reaction product. The product is: [C:1]1([C:15]2[CH:20]=[CH:19][CH:18]=[CH:17][CH:16]=2)[CH:6]=[CH:5][CH:4]=[CH:3][C:2]=1[CH:7]1[N:14]([CH2:30][C:29]2[CH:32]=[CH:33][CH:34]=[C:27]([C:25]3[N:26]=[C:22]([CH3:21])[S:23][CH:24]=3)[CH:28]=2)[C:10](=[O:12])[CH2:9][CH2:8]1. (2) Given the reactants Br[C:2]1[CH:3]=[C:4]([S:8]([N:11]2[CH2:16][CH2:15][N:14]([C:17]3[CH:22]=[CH:21][C:20]([F:23])=[CH:19][C:18]=3[C:24]([F:27])([F:26])[F:25])[CH2:13][C@H:12]2[CH3:28])(=[O:10])=[O:9])[CH:5]=[CH:6][CH:7]=1.[O-]P([O-])([O-])=O.[K+].[K+].[K+].[NH:37]1[CH:41]=[CH:40][N:39]=[CH:38]1, predict the reaction product. The product is: [F:23][C:20]1[CH:21]=[CH:22][C:17]([N:14]2[CH2:15][CH2:16][N:11]([S:8]([C:4]3[CH:5]=[CH:6][CH:7]=[C:2]([N:37]4[CH:41]=[CH:40][N:39]=[CH:38]4)[CH:3]=3)(=[O:10])=[O:9])[C@H:12]([CH3:28])[CH2:13]2)=[C:18]([C:24]([F:27])([F:26])[F:25])[CH:19]=1. (3) Given the reactants [CH:1]([S:4]([C:7]1[CH:12]=[CH:11][C:10]([C:13]2[N:14]=[CH:15][C:16]([NH2:19])=[N:17][CH:18]=2)=[CH:9][CH:8]=1)(=[O:6])=[O:5])([CH3:3])[CH3:2].[Br:20]N1C(=O)CCC1=O.O, predict the reaction product. The product is: [Br:20][C:15]1[C:16]([NH2:19])=[N:17][CH:18]=[C:13]([C:10]2[CH:11]=[CH:12][C:7]([S:4]([CH:1]([CH3:3])[CH3:2])(=[O:5])=[O:6])=[CH:8][CH:9]=2)[N:14]=1. (4) Given the reactants C(OC([NH:8][N:9]=[C:10]1[CH2:15][CH2:14][O:13][CH2:12][CH2:11]1)=O)(C)(C)C.C([BH3-])#N.[Na+].[ClH:20], predict the reaction product. The product is: [ClH:20].[O:13]1[CH2:14][CH2:15][CH:10]([NH:9][NH2:8])[CH2:11][CH2:12]1.